This data is from Forward reaction prediction with 1.9M reactions from USPTO patents (1976-2016). The task is: Predict the product of the given reaction. (1) Given the reactants C[O:2][C:3](=[O:24])[C:4]1[CH:9]=[C:8]([C:10]2[S:11][CH:12]=[C:13]([C:15]3[CH:20]=[CH:19][C:18]([Cl:21])=[C:17]([Cl:22])[CH:16]=3)[N:14]=2)[CH:7]=[CH:6][C:5]=1Br.[Cl:25][C:26]1[CH:31]=[CH:30][C:29]([OH:32])=[CH:28][C:27]=1B(O)O, predict the reaction product. The product is: [Cl:25][C:26]1[CH:31]=[CH:30][C:29]([OH:32])=[CH:28][C:27]=1[C:5]1[C:4]([C:3]([OH:2])=[O:24])=[CH:9][C:8]([C:10]2[S:11][CH:12]=[C:13]([C:15]3[CH:20]=[CH:19][C:18]([Cl:21])=[C:17]([Cl:22])[CH:16]=3)[N:14]=2)=[CH:7][CH:6]=1. (2) The product is: [N+:20]([C:15]1[CH:16]=[CH:17][CH:18]=[CH:19][C:14]=1[C:6]1[C:5]([C:3]([OH:2])=[O:4])=[CH:10][C:9]([C:11]2[S:13][CH:31]=[C:30]([C:29]3[CH:28]=[CH:27][C:26]([O:25][C:24]([F:23])([F:36])[F:37])=[CH:35][CH:34]=3)[N:12]=2)=[CH:8][CH:7]=1)([O-:22])=[O:21]. Given the reactants C[O:2][C:3]([C:5]1[C:6]([C:14]2[CH:19]=[CH:18][CH:17]=[CH:16][C:15]=2[N+:20]([O-:22])=[O:21])=[CH:7][CH:8]=[C:9]([C:11](=[S:13])[NH2:12])[CH:10]=1)=[O:4].[F:23][C:24]([F:37])([F:36])[O:25][C:26]1[CH:35]=[CH:34][C:29]([C:30](=O)[CH2:31]Br)=[CH:28][CH:27]=1, predict the reaction product. (3) Given the reactants [N:1]1[C:10]2[C:5](=[CH:6][CH:7]=[CH:8][CH:9]=2)[CH:4]=[CH:3][CH:2]=1.NC1C=CC=CC=1.CC1(C)OC(=O)CC(=O)[O:20]1.C(OC)(OC)OC.C1C=CC(C2C=CC=CC=2)=CC=1.C1C=CC(OC2C=CC=CC=2)=CC=1, predict the reaction product. The product is: [NH:1]1[C:10]2[C:5](=[CH:6][CH:7]=[CH:8][CH:9]=2)[C:4](=[O:20])[CH:3]=[CH:2]1. (4) Given the reactants [CH:1]1([C:4]2[O:8][C:7]([CH2:9][O:10][C:11]3[CH:16]=[CH:15][C:14]([N+:17]([O-])=O)=[C:13]([N+:20]([O-])=O)[CH:12]=3)=[N:6][N:5]=2)[CH2:3][CH2:2]1.[O:23]1[CH2:28][CH2:27][N:26]([C:29]2[CH:34]=[CH:33][C:32]([NH:35][C:36]([C:38]3[CH:45]=[CH:44][C:41]([CH:42]=O)=[CH:40][CH:39]=3)=[O:37])=[CH:31][CH:30]=2)[CH2:25][CH2:24]1, predict the reaction product. The product is: [CH:1]1([C:4]2[O:8][C:7]([CH2:9][O:10][C:11]3[CH:16]=[CH:15][C:14]4[N:17]=[C:42]([C:41]5[CH:40]=[CH:39][C:38]([C:36]([NH:35][C:32]6[CH:31]=[CH:30][C:29]([N:26]7[CH2:25][CH2:24][O:23][CH2:28][CH2:27]7)=[CH:34][CH:33]=6)=[O:37])=[CH:45][CH:44]=5)[NH:20][C:13]=4[CH:12]=3)=[N:6][N:5]=2)[CH2:3][CH2:2]1. (5) Given the reactants C(OC([NH:8][C@H:9]1[CH2:14][CH2:13][C@H:12]([O:15][C:16]2[CH:25]=[CH:24][CH:23]=[C:22]3[C:17]=2[C:18]([Br:26])=[CH:19][N:20]=[CH:21]3)[CH2:11][CH2:10]1)=O)(C)(C)C.[ClH:27].CO, predict the reaction product. The product is: [ClH:27].[Br:26][C:18]1[C:17]2[C:22](=[CH:23][CH:24]=[CH:25][C:16]=2[O:15][C@H:12]2[CH2:13][CH2:14][C@H:9]([NH2:8])[CH2:10][CH2:11]2)[CH:21]=[N:20][CH:19]=1. (6) Given the reactants Cl[C:2]1[N:6]([CH3:7])[C:5]2[C:8]([CH:14]([CH2:17][CH3:18])[CH2:15][CH3:16])=[CH:9][CH:10]=[C:11]([O:12][CH3:13])[C:4]=2[N:3]=1.[Br:19][C:20]1[CH:25]=[C:24]([Cl:26])[CH:23]=[CH:22][C:21]=1[OH:27].C([Li])CCC.CCCCCC.S(Cl)(Cl)(=O)=O.N.[Cl-].[NH4+], predict the reaction product. The product is: [Br:19][C:20]1[CH:25]=[C:24]([Cl:26])[CH:23]=[CH:22][C:21]=1[O:27][C:2]1[N:6]([CH3:7])[C:5]2[C:8]([CH:14]([CH2:17][CH3:18])[CH2:15][CH3:16])=[CH:9][CH:10]=[C:11]([O:12][CH3:13])[C:4]=2[N:3]=1. (7) The product is: [CH3:22][N:19]1[CH2:20][CH2:21][N:16]([C:12]2[CH:11]=[C:10]([C@H:8]([NH2:7])[CH3:9])[CH:15]=[CH:14][CH:13]=2)[CH2:17][CH2:18]1. Given the reactants C(OC(=O)[NH:7][C@@H:8]([C:10]1[CH:15]=[CH:14][CH:13]=[C:12]([N:16]2[CH2:21][CH2:20][N:19]([CH3:22])[CH2:18][CH2:17]2)[CH:11]=1)[CH3:9])(C)(C)C.Cl, predict the reaction product.